This data is from Reaction yield outcomes from USPTO patents with 853,638 reactions. The task is: Predict the reaction yield, written as a fraction of the theoretical maximum amount of product (1.0 means a 100% yield; for example, 0.34 means a 34% yield). (1) The reactants are [CH3:1][C:2]1[CH:7]=[CH:6][C:5]([S:8]([N:11]([C@H:16]([C:41]([NH2:43])=[O:42])[CH2:17][CH2:18][CH2:19][CH2:20][NH:21][C:22]([C@@H:24]([NH:32][S:33]([C:36]2[S:40][CH:39]=[CH:38][CH:37]=2)(=[O:35])=[O:34])[CH2:25][C:26]2[CH:31]=[CH:30][CH:29]=[CH:28][CH:27]=2)=[O:23])[CH2:12][CH:13]([CH3:15])[CH3:14])(=[O:10])=[O:9])=[CH:4][CH:3]=1.N[OH:45]. The catalyst is C(O)C. The product is [CH3:1][C:2]1[CH:3]=[CH:4][C:5]([S:8]([N:11]([C@H:16]([C:41]([NH:43][OH:45])=[O:42])[CH2:17][CH2:18][CH2:19][CH2:20][NH:21][C:22]([C@@H:24]([NH:32][S:33]([C:36]2[S:40][CH:39]=[CH:38][CH:37]=2)(=[O:34])=[O:35])[CH2:25][C:26]2[CH:31]=[CH:30][CH:29]=[CH:28][CH:27]=2)=[O:23])[CH2:12][CH:13]([CH3:15])[CH3:14])(=[O:9])=[O:10])=[CH:6][CH:7]=1. The yield is 0.180. (2) The reactants are C([O:3][C:4](=O)[CH2:5][CH:6]1[S:10][C:9]([C:11]2[NH:12][C:13]3[C:18]([CH:19]=2)=[CH:17][C:16]([O:20][C:21]2[CH:22]=[N:23][C:24]([S:27]([CH3:30])(=[O:29])=[O:28])=[CH:25][CH:26]=2)=[CH:15][C:14]=3[O:31][CH:32]2[CH2:37][CH2:36][O:35][CH2:34][CH2:33]2)=[N:8][CH2:7]1)C.[BH4-].[Li+].O. The catalyst is O1CCCC1.CO.CCCCCC.C(OCC)(=O)C. The product is [CH3:30][S:27]([C:24]1[N:23]=[CH:22][C:21]([O:20][C:16]2[CH:17]=[C:18]3[C:13](=[C:14]([O:31][CH:32]4[CH2:37][CH2:36][O:35][CH2:34][CH2:33]4)[CH:15]=2)[NH:12][C:11]([C:9]2[S:10][CH:6]([CH2:5][CH2:4][OH:3])[CH2:7][N:8]=2)=[CH:19]3)=[CH:26][CH:25]=1)(=[O:28])=[O:29]. The yield is 0.240. (3) The reactants are [Br-].[CH2:2]([N+:9]1[CH:14]=[CH:13][CH:12]=[C:11]([CH3:15])[C:10]=1[CH2:16][NH:17][C:18]([O:20][C:21]([CH3:24])([CH3:23])[CH3:22])=[O:19])[C:3]1[CH:8]=[CH:7][CH:6]=[CH:5][CH:4]=1.[BH4-].[Na+]. The catalyst is CO. The product is [CH2:2]([N:9]1[CH2:14][CH2:13][CH:12]=[C:11]([CH3:15])[CH:10]1[CH2:16][NH:17][C:18](=[O:19])[O:20][C:21]([CH3:24])([CH3:23])[CH3:22])[C:3]1[CH:8]=[CH:7][CH:6]=[CH:5][CH:4]=1. The yield is 0.610. (4) The reactants are [F:1][C:2]1[CH:7]=[C:6]([I:8])[CH:5]=[CH:4][C:3]=1[NH:9][C:10]1[C:18]([C:19]([OH:21])=O)=[CH:17][CH:16]=[C:15]2[C:11]=1[CH:12]=[N:13][NH:14]2.[CH:22]1([CH2:25][O:26][NH2:27])[CH2:24][CH2:23]1.CCN=C=NCCCN(C)C.C1C=CC2N(O)N=NC=2C=1.CCN(C(C)C)C(C)C. The catalyst is CN(C=O)C.C(OCC)(=O)C. The product is [CH:22]1([CH2:25][O:26][NH:27][C:19]([C:18]2[C:10]([NH:9][C:3]3[CH:4]=[CH:5][C:6]([I:8])=[CH:7][C:2]=3[F:1])=[C:11]3[C:15](=[CH:16][CH:17]=2)[NH:14][N:13]=[CH:12]3)=[O:21])[CH2:24][CH2:23]1. The yield is 0.290. (5) The reactants are [Cl:1][C:2]1[N:3]=[CH:4][NH:5][CH:6]=1.Cl[C:8]1[CH:13]=[CH:12][C:11]([N+:14]([O-:16])=[O:15])=[CH:10][C:9]=1[O:17][CH3:18].[OH-].[K+].O. The catalyst is CS(C)=O. The product is [Cl:1][C:2]1[N:3]=[CH:4][N:5]([C:8]2[CH:13]=[CH:12][C:11]([N+:14]([O-:16])=[O:15])=[CH:10][C:9]=2[O:17][CH3:18])[CH:6]=1. The yield is 0.420. (6) The reactants are [H-].[Na+].[NH:3]1[C:11]2[C:6](=[CH:7][CH:8]=[CH:9][CH:10]=2)[C:5]([CH:12]=[O:13])=[CH:4]1.[CH3:14][O:15][C:16](=[O:19])[CH2:17]Cl. The catalyst is CN(C=O)C. The product is [CH3:14][O:15][C:16](=[O:19])[CH2:17][N:3]1[C:11]2[C:6](=[CH:7][CH:8]=[CH:9][CH:10]=2)[C:5]([CH:12]=[O:13])=[CH:4]1. The yield is 0.710.